Dataset: Forward reaction prediction with 1.9M reactions from USPTO patents (1976-2016). Task: Predict the product of the given reaction. Given the reactants [C:1]([OH:5])(=[O:4])[CH:2]=O.[C:6]1([C@H:12]([NH:14][CH2:15][CH2:16][CH:17]=[CH2:18])[CH3:13])[CH:11]=[CH:10][CH:9]=[CH:8][CH:7]=1.O.[OH-].[Na+], predict the reaction product. The product is: [C:6]1([C@H:12]([N:14]2[CH2:15][CH2:16][C@@H:17]3[CH2:18][C@H:2]2[C:1](=[O:4])[O:5]3)[CH3:13])[CH:11]=[CH:10][CH:9]=[CH:8][CH:7]=1.